Dataset: Full USPTO retrosynthesis dataset with 1.9M reactions from patents (1976-2016). Task: Predict the reactants needed to synthesize the given product. Given the product [CH2:1]([C:5]1[N:6]=[C:7]([CH3:27])[N:8]([CH2:36][C:37]2[CH:42]=[CH:41][C:40]([Cl:43])=[CH:39][CH:38]=2)[C:9](=[O:26])[C:10]=1[CH2:11][C:12]1[CH:17]=[CH:16][C:15]([C:18]2[C:19]([C:24]#[N:25])=[CH:20][CH:21]=[CH:22][CH:23]=2)=[CH:14][CH:13]=1)[CH2:2][CH2:3][CH3:4], predict the reactants needed to synthesize it. The reactants are: [CH2:1]([C:5]1[N:6]=[C:7]([CH3:27])[NH:8][C:9](=[O:26])[C:10]=1[CH2:11][C:12]1[CH:17]=[CH:16][C:15]([C:18]2[C:19]([C:24]#[N:25])=[CH:20][CH:21]=[CH:22][CH:23]=2)=[CH:14][CH:13]=1)[CH2:2][CH2:3][CH3:4].[H-].[Na+].CN(C)C=O.Br[CH2:36][C:37]1[CH:42]=[CH:41][C:40]([Cl:43])=[CH:39][CH:38]=1.